Dataset: Full USPTO retrosynthesis dataset with 1.9M reactions from patents (1976-2016). Task: Predict the reactants needed to synthesize the given product. Given the product [O:27]=[C:25]1[C:24]2[C:23](=[CH:31][CH:30]=[CH:29][CH:28]=2)[C:22](=[O:32])[N:26]1[CH2:2][C:3]1[CH:8]=[CH:7][C:6]([CH2:9][CH2:10][CH2:11][C:12]2[N:13]=[C:14]([NH:17][C:18](=[O:20])[CH3:19])[S:15][CH:16]=2)=[CH:5][CH:4]=1, predict the reactants needed to synthesize it. The reactants are: Cl[CH2:2][C:3]1[CH:8]=[CH:7][C:6]([CH2:9][CH2:10][CH2:11][C:12]2[N:13]=[C:14]([NH:17][C:18](=[O:20])[CH3:19])[S:15][CH:16]=2)=[CH:5][CH:4]=1.[K].[C:22]1(=[O:32])[NH:26][C:25](=[O:27])[C:24]2=[CH:28][CH:29]=[CH:30][CH:31]=[C:23]12.O.